From a dataset of Forward reaction prediction with 1.9M reactions from USPTO patents (1976-2016). Predict the product of the given reaction. (1) Given the reactants ClC1C=CC2SC=C(CN3CCN(C4SC(C(O)=O)=C(C)N=4)C3=O)C=2C=1.[F:27][C:28]1[CH:50]=[CH:49][C:31]([CH2:32][N:33]2[CH2:38][CH2:37][CH2:36][N:35]([C:39]3[S:40][C:41]([C:45](O)=[O:46])=[C:42]([CH3:44])[N:43]=3)[C:34]2=[O:48])=[CH:30][CH:29]=1.[N:51]1[CH:56]=[CH:55][CH:54]=[C:53]([CH2:57][NH2:58])[CH:52]=1, predict the reaction product. The product is: [F:27][C:28]1[CH:50]=[CH:49][C:31]([CH2:32][N:33]2[CH2:38][CH2:37][CH2:36][N:35]([C:39]3[S:40][C:41]([C:45]([NH:58][CH2:57][C:53]4[CH:52]=[N:51][CH:56]=[CH:55][CH:54]=4)=[O:46])=[C:42]([CH3:44])[N:43]=3)[C:34]2=[O:48])=[CH:30][CH:29]=1. (2) Given the reactants N1CCC(NC(=O)OC(C)(C)C)C1.CN(C1CCCNC1)C(=O)OC(C)(C)C.[ClH:29].[CH2:30]([N:34]1[C:42]2[C:41](=[O:43])[N:40]([CH3:44])[C:39]([C:45]#[N:46])=[N:38][C:37]=2[N:36]=[C:35]1[N:47]1C[CH2:51][CH2:50][CH:49]([NH:53]C)[CH2:48]1)[C:31]#[C:32][CH3:33], predict the reaction product. The product is: [ClH:29].[NH2:53][CH:49]1[CH2:50][CH2:51][N:47]([C:35]2[N:34]([CH2:30][C:31]#[C:32][CH3:33])[C:42]3[C:41](=[O:43])[N:40]([CH3:44])[C:39]([C:45]#[N:46])=[N:38][C:37]=3[N:36]=2)[CH2:48]1. (3) Given the reactants [F:1][C:2]1[CH:7]=[CH:6][C:5]([C:8]2[C@H:9]([N:14]3C(=O)C4C(=CC=CC=4)C3=O)[CH2:10][NH:11][CH2:12][CH:13]=2)=[CH:4][CH:3]=1.O.NN, predict the reaction product. The product is: [F:1][C:2]1[CH:7]=[CH:6][C:5]([C:8]2[C@H:9]([NH2:14])[CH2:10][NH:11][CH2:12][CH:13]=2)=[CH:4][CH:3]=1. (4) Given the reactants [C:1]([O:5][C:6]([N:8]([CH2:27][C:28]1[CH:33]=[CH:32][C:31]([O:34][CH3:35])=[CH:30][C:29]=1[O:36][CH3:37])[C:9]1[N:14]=[C:13]2[NH:15][C:16]([C:18]([O:20][CH2:21][CH3:22])=[O:19])=[CH:17][C:12]2=[C:11]2[N:23]([CH3:26])[CH:24]=[N:25][C:10]=12)=[O:7])([CH3:4])([CH3:3])[CH3:2].[CH2:38](I)[CH3:39].C(=O)([O-])[O-].[Cs+].[Cs+], predict the reaction product. The product is: [C:1]([O:5][C:6]([N:8]([CH2:27][C:28]1[CH:33]=[CH:32][C:31]([O:34][CH3:35])=[CH:30][C:29]=1[O:36][CH3:37])[C:9]1[N:14]=[C:13]2[N:15]([CH2:38][CH3:39])[C:16]([C:18]([O:20][CH2:21][CH3:22])=[O:19])=[CH:17][C:12]2=[C:11]2[N:23]([CH3:26])[CH:24]=[N:25][C:10]=12)=[O:7])([CH3:4])([CH3:3])[CH3:2]. (5) The product is: [C:1]([O:5][C:6]([NH:8][CH2:9][CH2:10][CH:11]1[CH2:12][NH:13][CH2:14]1)=[O:7])([CH3:4])([CH3:2])[CH3:3]. Given the reactants [C:1]([O:5][C:6]([NH:8][CH2:9][CH2:10][CH:11]1[CH2:14][N:13](C(C2C=CC=CC=2)C2C=CC=CC=2)[CH2:12]1)=[O:7])([CH3:4])([CH3:3])[CH3:2].C(OC(NCC1CNC1)=O)(C)(C)C, predict the reaction product. (6) Given the reactants [Br:1][C:2]1[C:3]([O:10][CH2:11][CH:12]2[CH2:14][CH2:13]2)=[CH:4][C:5]([O:8]C)=[N:6][CH:7]=1.[Li+].[Cl-].CC1C=CC(S(O)(=O)=O)=CC=1.O, predict the reaction product. The product is: [Br:1][C:2]1[C:3]([O:10][CH2:11][CH:12]2[CH2:13][CH2:14]2)=[CH:4][C:5]([OH:8])=[N:6][CH:7]=1. (7) Given the reactants C([O:5][C:6](=[O:30])[CH2:7][N:8]1[C:16]2[C:11](=[CH:12][C:13]([O:17][CH3:18])=[CH:14][CH:15]=2)[C:10]([CH:19]2[C:23]3[CH:24]=[CH:25][CH:26]=[CH:27][C:22]=3[S:21](=[O:29])(=[O:28])[NH:20]2)=[CH:9]1)(C)(C)C.Br[CH2:32][CH2:33][C:34]1[CH:39]=[CH:38][CH:37]=[CH:36][CH:35]=1, predict the reaction product. The product is: [O:28]=[S:21]1(=[O:29])[C:22]2[CH:27]=[CH:26][CH:25]=[CH:24][C:23]=2[CH:19]([C:10]2[C:11]3[C:16](=[CH:15][CH:14]=[C:13]([O:17][CH3:18])[CH:12]=3)[N:8]([CH2:7][C:6]([OH:5])=[O:30])[CH:9]=2)[N:20]1[CH2:32][CH2:33][C:34]1[CH:39]=[CH:38][CH:37]=[CH:36][CH:35]=1.